Dataset: NCI-60 drug combinations with 297,098 pairs across 59 cell lines. Task: Regression. Given two drug SMILES strings and cell line genomic features, predict the synergy score measuring deviation from expected non-interaction effect. (1) Drug 1: CC1=C(N=C(N=C1N)C(CC(=O)N)NCC(C(=O)N)N)C(=O)NC(C(C2=CN=CN2)OC3C(C(C(C(O3)CO)O)O)OC4C(C(C(C(O4)CO)O)OC(=O)N)O)C(=O)NC(C)C(C(C)C(=O)NC(C(C)O)C(=O)NCCC5=NC(=CS5)C6=NC(=CS6)C(=O)NCCC[S+](C)C)O. Drug 2: C1=NNC2=C1C(=O)NC=N2. Cell line: DU-145. Synergy scores: CSS=21.4, Synergy_ZIP=-7.70, Synergy_Bliss=0.817, Synergy_Loewe=-10.2, Synergy_HSA=-0.748. (2) Drug 1: CC1=C2C(C(=O)C3(C(CC4C(C3C(C(C2(C)C)(CC1OC(=O)C(C(C5=CC=CC=C5)NC(=O)OC(C)(C)C)O)O)OC(=O)C6=CC=CC=C6)(CO4)OC(=O)C)O)C)O. Drug 2: CC1CCC2CC(C(=CC=CC=CC(CC(C(=O)C(C(C(=CC(C(=O)CC(OC(=O)C3CCCCN3C(=O)C(=O)C1(O2)O)C(C)CC4CCC(C(C4)OC)OCCO)C)C)O)OC)C)C)C)OC. Cell line: CAKI-1. Synergy scores: CSS=2.08, Synergy_ZIP=0.130, Synergy_Bliss=1.10, Synergy_Loewe=-2.91, Synergy_HSA=-2.23. (3) Drug 1: CC1=C(C=C(C=C1)NC2=NC=CC(=N2)N(C)C3=CC4=NN(C(=C4C=C3)C)C)S(=O)(=O)N.Cl. Drug 2: COC1=C(C=C2C(=C1)N=CN=C2NC3=CC(=C(C=C3)F)Cl)OCCCN4CCOCC4. Cell line: SN12C. Synergy scores: CSS=42.7, Synergy_ZIP=1.91, Synergy_Bliss=10.1, Synergy_Loewe=10.4, Synergy_HSA=11.6. (4) Drug 1: CCN(CC)CCCC(C)NC1=C2C=C(C=CC2=NC3=C1C=CC(=C3)Cl)OC. Drug 2: C1CCC(C(C1)N)N.C(=O)(C(=O)[O-])[O-].[Pt+4]. Cell line: UACC-257. Synergy scores: CSS=5.62, Synergy_ZIP=-1.91, Synergy_Bliss=-0.474, Synergy_Loewe=-1.44, Synergy_HSA=-0.987. (5) Drug 2: C1CN1C2=NC(=NC(=N2)N3CC3)N4CC4. Cell line: ACHN. Drug 1: C1=CN(C=N1)CC(O)(P(=O)(O)O)P(=O)(O)O. Synergy scores: CSS=52.6, Synergy_ZIP=-1.54, Synergy_Bliss=0.732, Synergy_Loewe=-3.26, Synergy_HSA=1.22. (6) Drug 1: CS(=O)(=O)C1=CC(=C(C=C1)C(=O)NC2=CC(=C(C=C2)Cl)C3=CC=CC=N3)Cl. Drug 2: CN(C)N=NC1=C(NC=N1)C(=O)N. Cell line: HCC-2998. Synergy scores: CSS=2.68, Synergy_ZIP=-1.57, Synergy_Bliss=-1.64, Synergy_Loewe=-5.07, Synergy_HSA=-3.65. (7) Drug 1: C1C(C(OC1N2C=NC3=C(N=C(N=C32)Cl)N)CO)O. Drug 2: CCC(=C(C1=CC=CC=C1)C2=CC=C(C=C2)OCCN(C)C)C3=CC=CC=C3.C(C(=O)O)C(CC(=O)O)(C(=O)O)O. Cell line: NCI-H522. Synergy scores: CSS=19.4, Synergy_ZIP=-2.46, Synergy_Bliss=2.32, Synergy_Loewe=1.02, Synergy_HSA=3.57.